This data is from Reaction yield outcomes from USPTO patents with 853,638 reactions. The task is: Predict the reaction yield, written as a fraction of the theoretical maximum amount of product (1.0 means a 100% yield; for example, 0.34 means a 34% yield). (1) The reactants are [Br:1][CH2:2][CH2:3][CH2:4][N:5]1[C:14]2[C:15]3[CH:16]=[CH:17][C:18]([O:23][CH3:24])=[CH:19][C:20]=3[C:21](=[O:22])[C:13]=2[C:12]2[C:7](=[CH:8][C:9]([N+:25]([O-])=O)=[CH:10][CH:11]=2)[C:6]1=[O:28].CO.C(OCC)(=O)C. The catalyst is O1CCCC1. The product is [NH2:25][C:9]1[CH:8]=[C:7]2[C:12]([C:13]3[C:21](=[O:22])[C:20]4[CH:19]=[C:18]([O:23][CH3:24])[CH:17]=[CH:16][C:15]=4[C:14]=3[N:5]([CH2:4][CH2:3][CH2:2][Br:1])[C:6]2=[O:28])=[CH:11][CH:10]=1. The yield is 0.590. (2) The reactants are [Cl:1][C:2]1[C:3](=[O:25])[N:4]([CH3:24])[CH:5]=[C:6]([C:9]([N:11]2[CH2:16][CH2:15][CH:14]([C:17]3[CH:22]=[CH:21][C:20]([F:23])=[CH:19][CH:18]=3)[CH2:13][CH2:12]2)=[O:10])[C:7]=1Cl.[F:26][C:27]1[CH:33]=[CH:32][C:30]([NH2:31])=[C:29]([CH3:34])[CH:28]=1. No catalyst specified. The product is [Cl:1][C:2]1[C:3](=[O:25])[N:4]([CH3:24])[CH:5]=[C:6]([C:9]([N:11]2[CH2:16][CH2:15][CH:14]([C:17]3[CH:22]=[CH:21][C:20]([F:23])=[CH:19][CH:18]=3)[CH2:13][CH2:12]2)=[O:10])[C:7]=1[NH:31][C:30]1[CH:32]=[CH:33][C:27]([F:26])=[CH:28][C:29]=1[CH3:34]. The yield is 0.190. (3) The reactants are [CH2:1]([O:3][C:4]([CH2:6][NH:7][C:8]1[CH:13]=[CH:12][CH:11]=[C:10]([C:14]#[CH:15])[CH:9]=1)=[O:5])[CH3:2].C[Si]([N:20]=[N+:21]=[N-:22])(C)C.O. The catalyst is C1(C)C=CC=CC=1. The product is [CH2:1]([O:3][C:4]([CH2:6][NH:7][C:8]1[CH:13]=[CH:12][CH:11]=[C:10]([C:14]2[N:20]=[N:21][NH:22][CH:15]=2)[CH:9]=1)=[O:5])[CH3:2]. The yield is 0.0300. (4) The reactants are C1C=C[NH+]=CC=1.[O-][Cr](Cl)(=O)=O.[CH2:12]([O:19][CH2:20][CH2:21][CH2:22][OH:23])[C:13]1[CH:18]=[CH:17][CH:16]=[CH:15][CH:14]=1. The catalyst is ClCCl. The product is [CH2:12]([O:19][CH2:20][CH2:21][CH:22]=[O:23])[C:13]1[CH:18]=[CH:17][CH:16]=[CH:15][CH:14]=1. The yield is 0.790.